This data is from Peptide-MHC class II binding affinity with 134,281 pairs from IEDB. The task is: Regression. Given a peptide amino acid sequence and an MHC pseudo amino acid sequence, predict their binding affinity value. This is MHC class II binding data. (1) The peptide sequence is ELQVIEKVDAAFKVA. The MHC is DRB1_1602 with pseudo-sequence DRB1_1602. The binding affinity (normalized) is 0.465. (2) The peptide sequence is AFKVAATAANAAPAA. The MHC is DRB1_0901 with pseudo-sequence DRB1_0901. The binding affinity (normalized) is 0.644. (3) The peptide sequence is VDCRPFNGGESKLKA. The MHC is HLA-DPA10103-DPB10201 with pseudo-sequence HLA-DPA10103-DPB10201. The binding affinity (normalized) is 0.199. (4) The peptide sequence is SILKWHLHKVVEVPI. The MHC is DRB1_1101 with pseudo-sequence DRB1_1101. The binding affinity (normalized) is 0.643. (5) The peptide sequence is IDRLITGRLQSLQTY. The MHC is DRB1_0701 with pseudo-sequence DRB1_0701. The binding affinity (normalized) is 0.321. (6) The peptide sequence is EDGIYGIFQSTFLGA. The MHC is HLA-DQA10303-DQB10402 with pseudo-sequence HLA-DQA10303-DQB10402. The binding affinity (normalized) is 0. (7) The peptide sequence is GKVDTGVAVSRGTAK. The MHC is HLA-DQA10501-DQB10302 with pseudo-sequence HLA-DQA10501-DQB10302. The binding affinity (normalized) is 0.269. (8) The peptide sequence is SQDLEISWNLNGLQAY. The MHC is HLA-DQA10301-DQB10302 with pseudo-sequence HLA-DQA10301-DQB10302. The binding affinity (normalized) is 0.536. (9) The peptide sequence is SGNLVMFQMQDHQLI. The MHC is DRB3_0202 with pseudo-sequence DRB3_0202. The binding affinity (normalized) is 0.0707. (10) The binding affinity (normalized) is 0.348. The peptide sequence is EDLVRAYHSMSSTHE. The MHC is DRB1_0301 with pseudo-sequence DRB1_0301.